From a dataset of Reaction yield outcomes from USPTO patents with 853,638 reactions. Predict the reaction yield, written as a fraction of the theoretical maximum amount of product (1.0 means a 100% yield; for example, 0.34 means a 34% yield). The reactants are [CH3:1][CH:2]1[CH2:6][CH2:5][CH2:4][N:3]1[C:7]1[N:12]=[C:11]([NH:13][C:14]2[C:15]3[N:16]([CH:29]=[CH:30][N:31]=3)[N:17]=[C:18]([C:20]3[CH:21]=[C:22]([CH:26]=[CH:27][CH:28]=3)[C:23](O)=[O:24])[CH:19]=2)[CH:10]=[CH:9][CH:8]=1.[NH2:32][CH2:33][CH2:34][OH:35].CN1C=CN=C1.CCN=C=NCCCN(C)C. The catalyst is ClCCl.CN(C=O)C. The product is [OH:35][CH2:34][CH2:33][NH:32][C:23](=[O:24])[C:22]1[CH:26]=[CH:27][CH:28]=[C:20]([C:18]2[CH:19]=[C:14]([NH:13][C:11]3[CH:10]=[CH:9][CH:8]=[C:7]([N:3]4[CH2:4][CH2:5][CH2:6][CH:2]4[CH3:1])[N:12]=3)[C:15]3[N:16]([CH:29]=[CH:30][N:31]=3)[N:17]=2)[CH:21]=1. The yield is 0.100.